This data is from Forward reaction prediction with 1.9M reactions from USPTO patents (1976-2016). The task is: Predict the product of the given reaction. (1) The product is: [CH3:24][C@H:22]1[N:23]([C:2]2[CH:7]=[CH:6][C:5]([C:8]3[CH:9]=[N:10][C:11]4[N:12]([N:14]=[CH:15][CH:16]=4)[CH:13]=3)=[CH:4][CH:3]=2)[C@@H:18]([CH3:17])[CH2:19][N:20]([C:25]([O:27][C:28]([CH3:30])([CH3:29])[CH3:31])=[O:26])[CH2:21]1. Given the reactants Br[C:2]1[CH:7]=[CH:6][C:5]([C:8]2[CH:9]=[N:10][C:11]3[N:12]([N:14]=[CH:15][CH:16]=3)[CH:13]=2)=[CH:4][CH:3]=1.[CH3:17][C@H:18]1[NH:23][C@@H:22]([CH3:24])[CH2:21][N:20]([C:25]([O:27][C:28]([CH3:31])([CH3:30])[CH3:29])=[O:26])[CH2:19]1.CC([O-])(C)C.[Na+], predict the reaction product. (2) Given the reactants [CH3:1][O:2][C:3]1[CH:4]=[C:5]([C:11]2[CH:16]=[CH:15][CH:14]=[CH:13][C:12]=2[N+:17]([O-])=O)[CH:6]=[CH:7][C:8]=1[O:9][CH3:10].O.NN, predict the reaction product. The product is: [CH3:1][O:2][C:3]1[CH:4]=[C:5]([C:11]2[CH:16]=[CH:15][CH:14]=[CH:13][C:12]=2[NH2:17])[CH:6]=[CH:7][C:8]=1[O:9][CH3:10].